From a dataset of Full USPTO retrosynthesis dataset with 1.9M reactions from patents (1976-2016). Predict the reactants needed to synthesize the given product. (1) Given the product [CH3:32][C:33]1[CH:38]=[C:37]([O:39][CH2:40][CH2:41][CH2:42][S:43][CH3:44])[CH:36]=[C:35]([CH3:45])[C:34]=1[C:2]1[CH:10]=[CH:9][CH:8]=[C:7]2[C:3]=1[CH2:4][CH2:5][CH:6]2[N:11]([C:26](=[O:31])[C:27]([F:30])([F:28])[F:29])[C:12]1[CH:25]=[CH:24][C:15]2[C@H:16]([CH2:19][C:20]([O:22][CH3:23])=[O:21])[CH2:17][O:18][C:14]=2[CH:13]=1, predict the reactants needed to synthesize it. The reactants are: Br[C:2]1[CH:10]=[CH:9][CH:8]=[C:7]2[C:3]=1[CH2:4][CH2:5][CH:6]2[N:11]([C:26](=[O:31])[C:27]([F:30])([F:29])[F:28])[C:12]1[CH:25]=[CH:24][C:15]2[C@H:16]([CH2:19][C:20]([O:22][CH3:23])=[O:21])[CH2:17][O:18][C:14]=2[CH:13]=1.[CH3:32][C:33]1[CH:38]=[C:37]([O:39][CH2:40][CH2:41][CH2:42][S:43][CH3:44])[CH:36]=[C:35]([CH3:45])[C:34]=1B(O)O.C(=O)([O-])[O-].[Na+].[Na+].C1(P(C2CCCCC2)C2C=CC=CC=2C2C(OC)=CC=CC=2OC)CCCCC1. (2) The reactants are: [CH:1](=O)[C:2]1[CH:7]=[CH:6][CH:5]=[CH:4][CH:3]=1.[CH3:9][O:10][C:11]1[N:16]=[C:15]([NH2:17])[CH:14]=[N:13][CH:12]=1. Given the product [CH:1](=[N:17][C:15]1[CH:14]=[N:13][CH:12]=[C:11]([O:10][CH3:9])[N:16]=1)[C:2]1[CH:7]=[CH:6][CH:5]=[CH:4][CH:3]=1, predict the reactants needed to synthesize it. (3) Given the product [Cl:1][C:2]1[CH:3]=[CH:4][C:5]([O:17][CH2:18][C:19]2[CH:20]=[CH:21][CH:22]=[CH:23][CH:24]=2)=[C:6]([CH2:8][C:9]2[S:10][CH:11]=[C:12]([C:14]#[N:16])[N:13]=2)[CH:7]=1, predict the reactants needed to synthesize it. The reactants are: [Cl:1][C:2]1[CH:3]=[CH:4][C:5]([O:17][CH2:18][C:19]2[CH:24]=[CH:23][CH:22]=[CH:21][CH:20]=2)=[C:6]([CH2:8][C:9]2[S:10][CH:11]=[C:12]([C:14]([NH2:16])=O)[N:13]=2)[CH:7]=1. (4) Given the product [CH2:1]([NH:8][C:9]1[CH:14]=[C:13]2[C:12]([NH:20][C:25](=[O:26])[C:16]3[N:15]2[CH:19]=[CH:18][N:17]=3)=[CH:11][C:10]=1[C:21]([F:24])([F:22])[F:23])[C:2]1[CH:3]=[CH:4][CH:5]=[CH:6][CH:7]=1, predict the reactants needed to synthesize it. The reactants are: [CH2:1]([NH:8][C:9]1[CH:14]=[C:13]([N:15]2[CH:19]=[CH:18][N:17]=[CH:16]2)[C:12]([NH2:20])=[CH:11][C:10]=1[C:21]([F:24])([F:23])[F:22])[C:2]1[CH:7]=[CH:6][CH:5]=[CH:4][CH:3]=1.[C:25](C1NC=CN=1)(C1NC=CN=1)=[O:26]. (5) Given the product [Br:1][C:2]1[CH:3]=[C:4]([CH:15]=[C:16]([Cl:18])[CH:17]=1)[O:5][C:6]1[C:7]([CH2:13][CH:30]([C:23]2[C:24]3[C:25](=[N:26][CH:27]=[CH:28][CH:29]=3)[NH:21][N:22]=2)[C:31]([NH2:38])=[O:33])=[N:8][CH:9]=[CH:10][C:11]=1[CH3:12], predict the reactants needed to synthesize it. The reactants are: [Br:1][C:2]1[CH:3]=[C:4]([CH:15]=[C:16]([Cl:18])[CH:17]=1)[O:5][C:6]1[C:7]([CH2:13]N)=[N:8][CH:9]=[CH:10][C:11]=1[CH3:12].[Cl-].[NH4+].[NH:21]1[C:25]2=[N:26][CH:27]=[CH:28][CH:29]=[C:24]2[C:23]([CH2:30][C:31]([OH:33])=O)=[N:22]1.C1C=[N:38]C2N(O)N=NC=2C=1.C(Cl)CCl. (6) Given the product [CH2:51]([C:49]1([OH:50])[C:39]2[CH:38]=[C:37]3[N:42]([C:41](=[O:45])[C:40]=2[CH2:46][O:47][C:48]1=[O:53])[CH2:43][C:44]1[C:32]([CH2:31][CH2:30][Si:27]([CH3:29])([CH3:28])[CH2:26][CH2:25][C:24]([NH:23][CH:10]([CH2:11][CH2:12][C:13]([OH:15])=[O:14])[C:9]([OH:59])=[O:8])=[O:58])=[C:33]2[CH:57]=[CH:56][CH:55]=[CH:54][C:34]2=[N:35][C:36]3=1)[CH3:52], predict the reactants needed to synthesize it. The reactants are: C([O:8][C:9](=[O:59])[CH:10]([NH:23][C:24](=[O:58])[CH2:25][CH2:26][Si:27]([CH2:30][CH2:31][C:32]1[C:44]2[CH2:43][N:42]3[C:37](=[CH:38][C:39]4[C:49]([CH2:51][CH3:52])([OH:50])[C:48](=[O:53])[O:47][CH2:46][C:40]=4[C:41]3=[O:45])[C:36]=2[N:35]=[C:34]2[CH:54]=[CH:55][CH:56]=[CH:57][C:33]=12)([CH3:29])[CH3:28])[CH2:11][CH2:12][C:13]([O:15]CC1C=CC=CC=1)=[O:14])C1C=CC=CC=1. (7) Given the product [C:1]([CH2:3][O:4][C:5]1[CH:10]=[CH:9][CH:8]=[CH:7][C:6]=1[N:11]1[CH2:16][CH2:15][O:14][C:13]2[CH:17]=[C:18]([S:21]([NH:24][C:25]3[S:26][CH:27]=[CH:28][N:29]=3)(=[O:22])=[O:23])[CH:19]=[CH:20][C:12]1=2)#[N:2], predict the reactants needed to synthesize it. The reactants are: [C:1]([CH2:3][O:4][C:5]1[CH:10]=[CH:9][CH:8]=[CH:7][C:6]=1[N:11]1[CH2:16][CH2:15][O:14][C:13]2[CH:17]=[C:18]([S:21]([N:24](CC3C=CC(OC)=CC=3)[C:25]3[S:26][CH:27]=[CH:28][N:29]=3)(=[O:23])=[O:22])[CH:19]=[CH:20][C:12]1=2)#[N:2].C(O)(C(F)(F)F)=O.